Dataset: Full USPTO retrosynthesis dataset with 1.9M reactions from patents (1976-2016). Task: Predict the reactants needed to synthesize the given product. (1) Given the product [F:1][C:2]1[N:12]=[CH:11][C:10]2[C:9](=[O:13])[N:8]3[CH2:14][C@H:15]([C:18]#[N:20])[CH2:16][CH2:17][C@H:7]3[CH2:6][CH2:5][C:4]=2[CH:3]=1, predict the reactants needed to synthesize it. The reactants are: [F:1][C:2]1[N:12]=[CH:11][C:10]2[C:9](=[O:13])[N:8]3[CH2:14][C@H:15]([C:18]([NH2:20])=O)[CH2:16][CH2:17][C@H:7]3[CH2:6][CH2:5][C:4]=2[CH:3]=1.ClC1N=C(Cl)N=C(Cl)N=1.O. (2) Given the product [CH:1]1([N:6]2[CH2:11][CH2:10][CH:9]([O:12][C:13]3[N:18]=[CH:17][C:16]([N:20]4[CH2:25][CH2:24][CH2:23][CH2:22][C:21]4=[O:26])=[CH:15][N:14]=3)[CH2:8][CH2:7]2)[CH2:5][CH2:4][CH2:3][CH2:2]1, predict the reactants needed to synthesize it. The reactants are: [CH:1]1([N:6]2[CH2:11][CH2:10][CH:9]([O:12][C:13]3[N:18]=[CH:17][C:16](Br)=[CH:15][N:14]=3)[CH2:8][CH2:7]2)[CH2:5][CH2:4][CH2:3][CH2:2]1.[NH:20]1[CH2:25][CH2:24][CH2:23][CH2:22][C:21]1=[O:26]. (3) Given the product [C:7]1([C:5]2[S:4][C:3]([C:13]([O:15][CH3:16])=[O:14])=[C:2]([NH:1][C:22]([NH:21][C:19](=[O:20])[C:18]([Cl:25])([Cl:24])[Cl:17])=[O:23])[CH:6]=2)[CH:12]=[CH:11][CH:10]=[CH:9][CH:8]=1, predict the reactants needed to synthesize it. The reactants are: [NH2:1][C:2]1[CH:6]=[C:5]([C:7]2[CH:12]=[CH:11][CH:10]=[CH:9][CH:8]=2)[S:4][C:3]=1[C:13]([O:15][CH3:16])=[O:14].[Cl:17][C:18]([Cl:25])([Cl:24])[C:19]([N:21]=[C:22]=[O:23])=[O:20]. (4) Given the product [O:23]=[C:12]1[C:3]2[C:2](=[CH:11][CH:10]=[C:5]([C:6]([O:8][CH3:9])=[O:7])[CH:4]=2)[N:1]=[CH:24][N:13]1[C:14]([C:17]1[CH:18]=[CH:19][CH:20]=[CH:21][CH:22]=1)([CH3:16])[CH3:15], predict the reactants needed to synthesize it. The reactants are: [NH2:1][C:2]1[CH:11]=[CH:10][C:5]([C:6]([O:8][CH3:9])=[O:7])=[CH:4][C:3]=1[C:12](=[O:23])[NH:13][C:14]([C:17]1[CH:22]=[CH:21][CH:20]=[CH:19][CH:18]=1)([CH3:16])[CH3:15].[CH:24]([O-])([O-])OCC.O.